This data is from Full USPTO retrosynthesis dataset with 1.9M reactions from patents (1976-2016). The task is: Predict the reactants needed to synthesize the given product. (1) Given the product [CH3:9][C:4]1[CH:5]=[C:6]([CH3:8])[CH:7]=[C:2]([CH3:1])[C:3]=1[NH:10][C:11]([NH:13][C:14]1[C:15]([C:24]([N:26]2[CH2:31][CH2:30][NH:29][CH2:28][C@H:27]2[C:39]([O:41][CH3:42])=[O:40])=[O:25])=[CH:16][C:17]2[C:22]([CH:23]=1)=[CH:21][CH:20]=[CH:19][CH:18]=2)=[O:12], predict the reactants needed to synthesize it. The reactants are: [CH3:1][C:2]1[CH:7]=[C:6]([CH3:8])[CH:5]=[C:4]([CH3:9])[C:3]=1[NH:10][C:11]([NH:13][C:14]1[C:15]([C:24]([N:26]2[CH2:31][CH2:30][N:29](C(OC(C)(C)C)=O)[CH2:28][C@H:27]2[C:39]([O:41][CH3:42])=[O:40])=[O:25])=[CH:16][C:17]2[C:22]([CH:23]=1)=[CH:21][CH:20]=[CH:19][CH:18]=2)=[O:12]. (2) The reactants are: [C:1]([O:5][C:6]([N:8]([CH3:56])[C@@H:9]([CH3:55])[C:10]([NH:12][C@@H:13]([C:51]([CH3:54])([CH3:53])[CH3:52])[C:14]([N:16]1[C@H:25]([C:26](=[O:38])[NH:27][C@H:28]2[C:37]3[C:32](=[CH:33][CH:34]=[CH:35][CH:36]=3)[CH2:31][CH2:30][CH2:29]2)[CH2:24][C:23]2[C:18](=[CH:19][C:20]([C:39]#[C:40][C:41]3[CH:50]=[CH:49][C:44]([C:45]([O:47]C)=[O:46])=[CH:43][CH:42]=3)=[CH:21][CH:22]=2)[CH2:17]1)=[O:15])=[O:11])=[O:7])([CH3:4])([CH3:3])[CH3:2].[OH-].[Li+].[OH-].[Li+].O.Cl. Given the product [C:1]([O:5][C:6]([N:8]([CH3:56])[C@@H:9]([CH3:55])[C:10]([NH:12][C@@H:13]([C:51]([CH3:54])([CH3:53])[CH3:52])[C:14]([N:16]1[C@H:25]([C:26](=[O:38])[NH:27][C@H:28]2[C:37]3[C:32](=[CH:33][CH:34]=[CH:35][CH:36]=3)[CH2:31][CH2:30][CH2:29]2)[CH2:24][C:23]2[C:18](=[CH:19][C:20]([C:39]#[C:40][C:41]3[CH:50]=[CH:49][C:44]([C:45]([OH:47])=[O:46])=[CH:43][CH:42]=3)=[CH:21][CH:22]=2)[CH2:17]1)=[O:15])=[O:11])=[O:7])([CH3:4])([CH3:3])[CH3:2], predict the reactants needed to synthesize it.